Task: Predict the reactants needed to synthesize the given product.. Dataset: Full USPTO retrosynthesis dataset with 1.9M reactions from patents (1976-2016) (1) Given the product [F:27][C:20]1[CH:19]=[C:18]([C:8]2([C:4]3[CH:5]=[CH:6][CH:7]=[C:2]([C:32]4[CH:33]=[N:28][CH:29]=[N:30][CH:31]=4)[CH:3]=3)[C:16]3[C:11](=[N:12][CH:13]=[CH:14][CH:15]=3)[C:10]([NH2:17])=[N:9]2)[CH:23]=[C:22]([CH3:24])[C:21]=1[O:25][CH3:26], predict the reactants needed to synthesize it. The reactants are: Br[C:2]1[CH:3]=[C:4]([C:8]2([C:18]3[CH:23]=[C:22]([CH3:24])[C:21]([O:25][CH3:26])=[C:20]([F:27])[CH:19]=3)[C:16]3[C:11](=[N:12][CH:13]=[CH:14][CH:15]=3)[C:10]([NH2:17])=[N:9]2)[CH:5]=[CH:6][CH:7]=1.[N:28]1[CH:33]=[C:32](B(O)O)[CH:31]=[N:30][CH:29]=1.C(=O)([O-])[O-].[K+].[K+].CO. (2) Given the product [CH2:1]([O:8][C:9](=[O:27])[C@H:10]([CH2:12][CH2:13][CH2:14][CH2:15][NH:16][C:17]([O:19][CH2:20][C:21]1[CH:22]=[CH:23][CH:24]=[CH:25][CH:26]=1)=[O:18])[NH:11][CH2:31][CH:30]1[CH2:28][CH2:29]1)[C:2]1[CH:7]=[CH:6][CH:5]=[CH:4][CH:3]=1, predict the reactants needed to synthesize it. The reactants are: [CH2:1]([O:8][C:9](=[O:27])[C@H:10]([CH2:12][CH2:13][CH2:14][CH2:15][NH:16][C:17]([O:19][CH2:20][C:21]1[CH:26]=[CH:25][CH:24]=[CH:23][CH:22]=1)=[O:18])[NH2:11])[C:2]1[CH:7]=[CH:6][CH:5]=[CH:4][CH:3]=1.[CH2:28]1[CH:30]([CH:31](O)C#N)[CH2:29]1.